This data is from Forward reaction prediction with 1.9M reactions from USPTO patents (1976-2016). The task is: Predict the product of the given reaction. (1) Given the reactants [OH:1][C@@H:2]([C:7]1[CH:12]=[CH:11][CH:10]=[CH:9][CH:8]=1)[CH2:3][C:4]([OH:6])=O.[N+:13]([C:16]1[CH:21]=[CH:20][C:19]([N:22]2[CH2:27][CH2:26][NH:25][CH2:24][CH2:23]2)=[CH:18][CH:17]=1)([O-])=O.C(Cl)CCl.C1C=C[C:35]2[N:40](O)N=NC=2C=1.[OH-:42].[NH4+], predict the reaction product. The product is: [NH2:13][C:16]1[CH:21]=[CH:20][C:19]([N:22]2[CH2:27][CH2:26][N:25]([C:4](=[O:6])[CH2:3][C@@H:2]([O:1][C:35](=[O:42])[NH2:40])[C:7]3[CH:12]=[CH:11][CH:10]=[CH:9][CH:8]=3)[CH2:24][CH2:23]2)=[CH:18][CH:17]=1. (2) Given the reactants [Cl-].Br[C:3]1[CH:8]=[C:7]([F:9])[CH:6]=[CH:5][C:4]=1[NH:10][NH3+].O=[C:13]1[CH2:18][CH2:17][CH2:16][CH2:15][CH:14]1[CH2:19][C:20]([O:22][CH2:23][CH3:24])=[O:21].[CH3:25][S:26]([O-:28])=[O:27].[Na+], predict the reaction product. The product is: [F:9][C:7]1[CH:8]=[C:3]2[C:4](=[C:5]([S:26]([CH3:25])(=[O:28])=[O:27])[CH:6]=1)[NH:10][C:15]1[CH:14]([CH2:19][C:20]([O:22][CH2:23][CH3:24])=[O:21])[CH2:13][CH2:18][CH2:17][C:16]2=1. (3) Given the reactants [F:1][C:2]([F:31])([F:30])[C:3]([C:12]1[CH:26]=[CH:25][C:15]([O:16][C:17]2[CH:22]=[CH:21][N:20]=[C:19]([CH2:23][OH:24])[CH:18]=2)=[C:14]([CH2:27][CH2:28][CH3:29])[CH:13]=1)([O:8][CH2:9][O:10][CH3:11])[C:4]([F:7])([F:6])[F:5].I(C1C(C(OO)=O)=CC=CC=1)(=O)=O.S([O-])([O-])(=O)=S.[Na+].[Na+], predict the reaction product. The product is: [F:31][C:2]([F:1])([F:30])[C:3]([C:12]1[CH:26]=[CH:25][C:15]([O:16][C:17]2[CH:22]=[CH:21][N:20]=[C:19]([CH:23]=[O:24])[CH:18]=2)=[C:14]([CH2:27][CH2:28][CH3:29])[CH:13]=1)([O:8][CH2:9][O:10][CH3:11])[C:4]([F:7])([F:6])[F:5]. (4) Given the reactants [F:1][C:2]1[CH:3]=[C:4]2[C:8](=[CH:9][CH:10]=1)[N:7]([CH2:11][C:12]([OH:14])=[O:13])[C:6]([CH3:15])=[C:5]2[C:16]1[C:25]2[C:20](=[CH:21][CH:22]=[CH:23][CH:24]=2)[C:19](=[O:26])[N:18]([CH2:27][C:28]([O:30]C)=O)[N:17]=1.[NH2:32][NH2:33], predict the reaction product. The product is: [F:1][C:2]1[CH:3]=[C:4]2[C:8](=[CH:9][CH:10]=1)[N:7]([CH2:11][C:12]([OH:14])=[O:13])[C:6]([CH3:15])=[C:5]2[C:16]1[C:25]2[C:20](=[CH:21][CH:22]=[CH:23][CH:24]=2)[C:19](=[O:26])[N:18]([CH2:27][C:28]([NH:32][NH2:33])=[O:30])[N:17]=1. (5) Given the reactants [CH:1]12NCC1CCNC2.Cl.[CH2:10]([N:17]1CCC(C(OCC)=O)C(=O)C1)[C:11]1[CH:16]=[CH:15][CH:14]=[CH:13][CH:12]=1.C(OC(OC(C)(C)C)=O)(OC(C)(C)C)=O.[CH2:44]([O:46][C:47]([CH:49]1[CH2:54][CH2:53][N:52]([C:55]([O:57][C:58]([CH3:61])([CH3:60])[CH3:59])=[O:56])[CH2:51][C:50]1=O)=[O:48])[CH3:45].C(O[BH-](OC(=O)C)OC(=O)C)(=O)C.[Na+], predict the reaction product. The product is: [CH2:44]([O:46][C:47]([CH:49]1[CH2:54][CH2:53][N:52]([C:55]([O:57][C:58]([CH3:61])([CH3:60])[CH3:59])=[O:56])[CH2:51][CH:50]1[NH:17][C@@H:10]([C:11]1[CH:12]=[CH:13][CH:14]=[CH:15][CH:16]=1)[CH3:1])=[O:48])[CH3:45]. (6) Given the reactants [CH2:1]([N:3]([CH2:21][CH2:22][CH3:23])[C:4]([C:6]1[CH:7]=[C:8]([CH:13]=[C:14]([C:16]2[O:17][CH:18]=[CH:19][N:20]=2)[CH:15]=1)[C:9]([O:11]C)=[O:10])=[O:5])[CH3:2].O.[OH-].[Li+], predict the reaction product. The product is: [CH2:1]([N:3]([CH2:21][CH2:22][CH3:23])[C:4]([C:6]1[CH:7]=[C:8]([CH:13]=[C:14]([C:16]2[O:17][CH:18]=[CH:19][N:20]=2)[CH:15]=1)[C:9]([OH:11])=[O:10])=[O:5])[CH3:2]. (7) The product is: [C:1]([O:5][C:6](=[O:19])/[CH:7]=[CH:8]/[C:9]1[CH:18]=[CH:17][CH:16]=[CH:15][C:10]=1[C:11]([OH:13])=[O:12])([CH3:4])([CH3:2])[CH3:3]. Given the reactants [C:1]([O:5][C:6](=[O:19])/[CH:7]=[CH:8]/[C:9]1[CH:18]=[CH:17][CH:16]=[CH:15][C:10]=1[C:11]([O:13]C)=[O:12])([CH3:4])([CH3:3])[CH3:2].O1CCCC1.[Li+].[OH-], predict the reaction product. (8) Given the reactants Br[C:2]1[CH:3]=[C:4]([NH:10][C@@H:11]2[CH2:16][CH2:15][CH2:14][CH2:13][C@@H:12]2[NH:17][C:18](=[O:24])[O:19][C:20]([CH3:23])([CH3:22])[CH3:21])[CH:5]=[CH:6][C:7]=1[C:8]#[N:9].[CH3:25][N:26]1[C:34]2[CH:33]=[CH:32][CH:31]=[C:30]([NH2:35])[C:29]=2[CH:28]=[CH:27]1.C1C=CC(P(C2C(C3C(P(C4C=CC=CC=4)C4C=CC=CC=4)=CC=C4C=3C=CC=C4)=C3C(C=CC=C3)=CC=2)C2C=CC=CC=2)=CC=1.C([O-])([O-])=O.[K+].[K+], predict the reaction product. The product is: [C:8]([C:7]1[CH:6]=[CH:5][C:4]([NH:10][C@@H:11]2[CH2:16][CH2:15][CH2:14][CH2:13][C@@H:12]2[NH:17][C:18](=[O:24])[O:19][C:20]([CH3:23])([CH3:22])[CH3:21])=[CH:3][C:2]=1[NH:35][C:30]1[CH:31]=[CH:32][CH:33]=[C:34]2[C:29]=1[CH:28]=[CH:27][N:26]2[CH3:25])#[N:9]. (9) The product is: [F:1][C:2]1[CH:10]=[C:9]2[C:5]([C:6]([C:14](=[O:18])[C:15]([O:21][CH3:20])=[O:16])=[C:7]([CH3:11])[NH:8]2)=[CH:4][C:3]=1[O:12][CH3:13]. Given the reactants [F:1][C:2]1[CH:10]=[C:9]2[C:5]([CH:6]=[C:7]([CH3:11])[NH:8]2)=[CH:4][C:3]=1[O:12][CH3:13].[C:14](Cl)(=[O:18])[C:15](Cl)=[O:16].[CH3:20][OH:21], predict the reaction product.